Dataset: Reaction yield outcomes from USPTO patents with 853,638 reactions. Task: Predict the reaction yield, written as a fraction of the theoretical maximum amount of product (1.0 means a 100% yield; for example, 0.34 means a 34% yield). (1) The reactants are [F:1][C:2]1[CH:3]=[C:4]2[C:9](=[CH:10][CH:11]=1)[N:8]=[C:7]([O:12][CH3:13])[C:6]([NH:14][C:15](=[O:19])OCC)=[N:5]2.[CH3:20][C:21]1[CH:26]=[CH:25][CH:24]=[CH:23][C:22]=1[N:27]1[CH2:32][CH2:31][NH:30][CH2:29][CH2:28]1. No catalyst specified. The product is [F:1][C:2]1[CH:3]=[C:4]2[C:9](=[CH:10][CH:11]=1)[N:8]=[C:7]([O:12][CH3:13])[C:6]([NH:14][C:15]([N:30]1[CH2:31][CH2:32][N:27]([C:22]3[CH:23]=[CH:24][CH:25]=[CH:26][C:21]=3[CH3:20])[CH2:28][CH2:29]1)=[O:19])=[N:5]2. The yield is 0.730. (2) The reactants are [Br:1][C:2]1[CH:10]=[CH:9][CH:8]=[C:7]2[C:3]=1C=C[N:6]2[CH2:11][CH2:12][CH2:13][CH2:14][CH3:15].BrN1C(=[O:22])CCC1=O.C([O:27][CH2:28][CH3:29])(=O)C.O. The catalyst is CS(C)=O. The product is [Br:1][C:2]1[CH:10]=[CH:9][CH:8]=[C:7]2[C:3]=1[C:28](=[O:27])[C:29](=[O:22])[N:6]2[CH2:11][CH2:12][CH2:13][CH2:14][CH3:15]. The yield is 0.920. (3) The reactants are [Cl:1][C:2]1[N:3]=[C:4]([C:12]([O:14][CH2:15][CH3:16])=C)[C:5]2[C:10]([CH:11]=1)=[CH:9][CH:8]=[CH:7][CH:6]=2.[Mn]([O-])(=O)(=O)=[O:18].[K+]. No catalyst specified. The product is [Cl:1][C:2]1[N:3]=[C:4]([C:12]([O:14][CH2:15][CH3:16])=[O:18])[C:5]2[C:10]([CH:11]=1)=[CH:9][CH:8]=[CH:7][CH:6]=2. The yield is 0.400. (4) The reactants are [H-].[Al+3].[Li+].[H-].[H-].[H-].[N:7]1([C:11](=O)[CH2:12][CH2:13][NH:14][C:15](=O)OC(C)(C)C)[CH2:10][CH2:9][CH2:8]1.O.[OH-].[Na+]. The catalyst is O1CCCC1. The product is [CH3:15][NH:14][CH2:13][CH2:12][CH2:11][N:7]1[CH2:10][CH2:9][CH2:8]1. The yield is 0.828. (5) The reactants are FC(F)(F)S(O[C:7]1[N:12]=[N:11][C:10]2[N:13]([CH:21]3[CH2:25][CH2:24][CH2:23][CH2:22]3)[C:14]3[N:19]=[C:18]([NH2:20])[N:17]=[CH:16][C:15]=3[C:9]=2[CH:8]=1)(=O)=O.N#N.C(N(CC)CC)C.C([O-])(O)=O.[Na+]. The catalyst is C([O-])(=O)C.C([O-])(=O)C.[Pd+2].C1(P(C2C=CC=CC=2)[C-]2C=CC=C2)C=CC=CC=1.[C-]1(P(C2C=CC=CC=2)C2C=CC=CC=2)C=CC=C1.[Fe+2].C(O)=O.CN(C=O)C. The product is [CH:21]1([N:13]2[C:10]3[N:11]=[N:12][CH:7]=[CH:8][C:9]=3[C:15]3[CH:16]=[N:17][C:18]([NH2:20])=[N:19][C:14]2=3)[CH2:22][CH2:23][CH2:24][CH2:25]1. The yield is 0.800.